From a dataset of Reaction yield outcomes from USPTO patents with 853,638 reactions. Predict the reaction yield, written as a fraction of the theoretical maximum amount of product (1.0 means a 100% yield; for example, 0.34 means a 34% yield). (1) The reactants are I[C:2]1[CH:3]=[C:4]([CH:22]=[CH:23][CH:24]=1)[CH2:5][N:6]1[C:10]2=[N:11][C:12]([NH:15][C:16]3[CH:17]=[N:18][N:19]([CH3:21])[CH:20]=3)=[N:13][CH:14]=[C:9]2[CH:8]=[N:7]1.CC1(C)C2C(=C(P(C3C=CC=CC=3)C3C=CC=CC=3)C=CC=2)[O:46][C:28]2C(P(C3C=CC=CC=3)C3C=CC=CC=3)=CC=CC1=2.P([O-])([O-])([O-])=O.[K+].[K+].[K+].[NH:75]1[CH2:80][CH2:79][O:78][CH2:77][CH2:76]1. The catalyst is C([O-])(=O)C.[Pd+2].C([O-])(=O)C.C1(C)C=CC=CC=1. The product is [CH3:21][N:19]1[CH:20]=[C:16]([NH:15][C:12]2[N:11]=[C:10]3[N:6]([CH2:5][C:4]4[CH:3]=[C:2]([C:28]([N:75]5[CH2:80][CH2:79][O:78][CH2:77][CH2:76]5)=[O:46])[CH:24]=[CH:23][CH:22]=4)[N:7]=[CH:8][C:9]3=[CH:14][N:13]=2)[CH:17]=[N:18]1. The yield is 0.740. (2) The reactants are Br[C:2]1[C:7]([CH3:8])=[CH:6][C:5]([O:9][CH2:10][CH2:11][CH2:12][S:13]([CH3:16])(=[O:15])=[O:14])=[CH:4][C:3]=1[CH3:17].[CH:18]([C:20]1[CH:21]=[C:22](B(O)O)[CH:23]=[CH:24][CH:25]=1)=[O:19].[Cl-].[Li+].F[B-](F)(F)F.C([PH+](C(C)(C)C)C(C)(C)C)(C)(C)C. The catalyst is C([O-])(=O)C.[Pd+2].C([O-])(=O)C.O.O1CCCC1. The product is [CH3:17][C:3]1[CH:4]=[C:5]([O:9][CH2:10][CH2:11][CH2:12][S:13]([CH3:16])(=[O:15])=[O:14])[CH:6]=[C:7]([CH3:8])[C:2]=1[C:24]1[CH:23]=[CH:22][CH:21]=[C:20]([CH:18]=[O:19])[CH:25]=1. The yield is 0.829. (3) The reactants are C[O-].[Na+].O1CCCC1.[F:9][C:10]1[CH:15]=[C:14]([I:16])[CH:13]=[CH:12][C:11]=1[N:17]1[C:22]2[N:23]([CH3:40])[C:24](=[O:39])[C:25]([CH3:38])=[C:26]([NH:27][C:28]3[CH:29]=[C:30]([NH:34][C:35](=[O:37])[CH3:36])[CH:31]=[CH:32][CH:33]=3)[C:21]=2[C:20](=[O:41])[N:19]([CH2:42][C:43]2[CH:48]=[CH:47][C:46]([O:49][CH3:50])=[CH:45][CH:44]=2)[C:18]1=[O:51]. The product is [F:9][C:10]1[CH:15]=[C:14]([I:16])[CH:13]=[CH:12][C:11]=1[NH:17][C:22]1[N:23]([CH3:40])[C:24](=[O:39])[C:25]([CH3:38])=[C:26]2[C:21]=1[C:20](=[O:41])[N:19]([CH2:42][C:43]1[CH:48]=[CH:47][C:46]([O:49][CH3:50])=[CH:45][CH:44]=1)[C:18](=[O:51])[N:27]2[C:28]1[CH:29]=[C:30]([NH:34][C:35](=[O:37])[CH3:36])[CH:31]=[CH:32][CH:33]=1. The yield is 0.972. The catalyst is CO. (4) The reactants are [N:1]([C@H:4]1[CH2:9][CH2:8][CH2:7][C@@H:6]([O:10][C:11]([C:24]2[CH:29]=[CH:28][CH:27]=[CH:26][CH:25]=2)([C:18]2[CH:23]=[CH:22][CH:21]=[CH:20][CH:19]=2)[C:12]2[CH:17]=[CH:16][CH:15]=[CH:14][CH:13]=2)[C@@H:5]1[OH:30])=[N+:2]=[N-:3].N1C=CC=CC=1.[C:37](Cl)([CH3:39])=[O:38]. The catalyst is C(Cl)Cl. The product is [C:37]([O:30][C@H:5]1[C@H:6]([O:10][C:11]([C:12]2[CH:17]=[CH:16][CH:15]=[CH:14][CH:13]=2)([C:24]2[CH:29]=[CH:28][CH:27]=[CH:26][CH:25]=2)[C:18]2[CH:19]=[CH:20][CH:21]=[CH:22][CH:23]=2)[CH2:7][CH2:8][CH2:9][C@@H:4]1[N:1]=[N+:2]=[N-:3])(=[O:38])[CH3:39]. The yield is 1.00. (5) The reactants are [CH2:1]1[C:6](=O)[CH2:5][CH2:4][N:3]([CH2:8][C:9]2[CH:14]=[CH:13][CH:12]=[CH:11][CH:10]=2)[CH2:2]1.Cl.[CH2:16]([NH2:18])[CH3:17].[C-:19]#[N:20].[K+].C(O)(C)C. The catalyst is C(O)C.O. The product is [CH2:8]([N:3]1[CH2:4][CH2:5][C:6]([NH:18][CH2:16][CH3:17])([C:19]#[N:20])[CH2:1][CH2:2]1)[C:9]1[CH:14]=[CH:13][CH:12]=[CH:11][CH:10]=1. The yield is 0.840.